This data is from Merck oncology drug combination screen with 23,052 pairs across 39 cell lines. The task is: Regression. Given two drug SMILES strings and cell line genomic features, predict the synergy score measuring deviation from expected non-interaction effect. (1) Drug 1: O=C(CCCCCCC(=O)Nc1ccccc1)NO. Drug 2: COC1CC2CCC(C)C(O)(O2)C(=O)C(=O)N2CCCCC2C(=O)OC(C(C)CC2CCC(OP(C)(C)=O)C(OC)C2)CC(=O)C(C)C=C(C)C(O)C(OC)C(=O)C(C)CC(C)C=CC=CC=C1C. Cell line: A2780. Synergy scores: synergy=41.3. (2) Drug 1: COC12C(COC(N)=O)C3=C(C(=O)C(C)=C(N)C3=O)N1CC1NC12. Drug 2: CC(C)CC(NC(=O)C(Cc1ccccc1)NC(=O)c1cnccn1)B(O)O. Cell line: OCUBM. Synergy scores: synergy=-12.5.